Dataset: Buchwald-Hartwig C-N cross coupling reaction yields with 55,370 reactions. Task: Predict the reaction yield, written as a fraction of the theoretical maximum amount of product (1.0 means a 100% yield; for example, 0.34 means a 34% yield). (1) The reactants are COc1ccc(Cl)cc1.Cc1ccc(N)cc1.O=S(=O)(O[Pd]1c2ccccc2-c2ccccc2N~1)C(F)(F)F.CC(C)c1cc(C(C)C)c(-c2ccccc2P(C(C)(C)C)C(C)(C)C)c(C(C)C)c1.CN1CCCN2CCCN=C12.Fc1cccc(F)c1-c1ccno1. No catalyst specified. The product is COc1ccc(Nc2ccc(C)cc2)cc1. The yield is 0.0289. (2) The reactants are COc1ccc(Cl)cc1.Cc1ccc(N)cc1.O=S(=O)(O[Pd]1c2ccccc2-c2ccccc2N~1)C(F)(F)F.COc1ccc(OC)c(P([C@]23C[C@H]4C[C@H](C[C@H](C4)C2)C3)[C@]23C[C@H]4C[C@H](C[C@H](C4)C2)C3)c1-c1c(C(C)C)cc(C(C)C)cc1C(C)C.CCN=P(N=P(N(C)C)(N(C)C)N(C)C)(N(C)C)N(C)C.Fc1cccc(F)c1-c1ccno1. No catalyst specified. The product is COc1ccc(Nc2ccc(C)cc2)cc1. The yield is 0.0115. (3) The reactants are Brc1ccccn1.Cc1ccc(N)cc1.O=S(=O)(O[Pd]1c2ccccc2-c2ccccc2N~1)C(F)(F)F.CC(C)c1cc(C(C)C)c(-c2ccccc2P(C(C)(C)C)C(C)(C)C)c(C(C)C)c1.CN(C)C(=NC(C)(C)C)N(C)C.c1ccc(CN(Cc2ccccc2)c2ccon2)cc1. No catalyst specified. The product is Cc1ccc(Nc2ccccn2)cc1. The yield is 0.665. (4) The reactants are CCc1ccc(Br)cc1.Cc1ccc(N)cc1.O=S(=O)(O[Pd]1c2ccccc2-c2ccccc2N~1)C(F)(F)F.COc1ccc(OC)c(P(C(C)(C)C)C(C)(C)C)c1-c1c(C(C)C)cc(C(C)C)cc1C(C)C.CN1CCCN2CCCN=C12.Fc1cccc(F)c1-c1ccno1. No catalyst specified. The product is CCc1ccc(Nc2ccc(C)cc2)cc1. The yield is 0.533. (5) No catalyst specified. The reactants are Clc1ccccn1.Cc1ccc(N)cc1.O=S(=O)(O[Pd]1c2ccccc2-c2ccccc2N~1)C(F)(F)F.CC(C)c1cc(C(C)C)c(-c2ccccc2P(C2CCCCC2)C2CCCCC2)c(C(C)C)c1.CCN=P(N=P(N(C)C)(N(C)C)N(C)C)(N(C)C)N(C)C.Cc1ccon1. The yield is 0.141. The product is Cc1ccc(Nc2ccccn2)cc1. (6) The reactants are FC(F)(F)c1ccc(Br)cc1.Cc1ccc(N)cc1.O=S(=O)(O[Pd]1c2ccccc2-c2ccccc2N~1)C(F)(F)F.CC(C)c1cc(C(C)C)c(-c2ccccc2P(C(C)(C)C)C(C)(C)C)c(C(C)C)c1.CN1CCCN2CCCN=C12.c1ccc(-c2ccno2)cc1. No catalyst specified. The product is Cc1ccc(Nc2ccc(C(F)(F)F)cc2)cc1. The yield is 0.514. (7) The reactants are Clc1cccnc1.Cc1ccc(N)cc1.O=S(=O)(O[Pd]1c2ccccc2-c2ccccc2N~1)C(F)(F)F.COc1ccc(OC)c(P([C@]23C[C@H]4C[C@H](C[C@H](C4)C2)C3)[C@]23C[C@H]4C[C@H](C[C@H](C4)C2)C3)c1-c1c(C(C)C)cc(C(C)C)cc1C(C)C.CN(C)C(=NC(C)(C)C)N(C)C.Cc1cc(-c2ccccc2)on1. No catalyst specified. The product is Cc1ccc(Nc2cccnc2)cc1. The yield is 0.0596. (8) The reactants are Clc1cccnc1.Cc1ccc(N)cc1.O=S(=O)(O[Pd]1c2ccccc2-c2ccccc2N~1)C(F)(F)F.CC(C)c1cc(C(C)C)c(-c2ccccc2P(C(C)(C)C)C(C)(C)C)c(C(C)C)c1.CN1CCCN2CCCN=C12.c1ccc(CN(Cc2ccccc2)c2ccon2)cc1. No catalyst specified. The product is Cc1ccc(Nc2cccnc2)cc1. The yield is 0.452. (9) The reactants are COc1ccc(Cl)cc1.Cc1ccc(N)cc1.O=S(=O)(O[Pd]1c2ccccc2-c2ccccc2N~1)C(F)(F)F.CC(C)c1cc(C(C)C)c(-c2ccccc2P(C2CCCCC2)C2CCCCC2)c(C(C)C)c1.CCN=P(N=P(N(C)C)(N(C)C)N(C)C)(N(C)C)N(C)C.Cc1ccon1. No catalyst specified. The product is COc1ccc(Nc2ccc(C)cc2)cc1. The yield is 0.00471.